Dataset: Reaction yield outcomes from USPTO patents with 853,638 reactions. Task: Predict the reaction yield, written as a fraction of the theoretical maximum amount of product (1.0 means a 100% yield; for example, 0.34 means a 34% yield). (1) The product is [CH:4]1[C:5]2[C:9]3[CH:10]=[CH:11][CH:12]=[CH:13][C:8]=3[O:7][C:6]=2[CH:14]=[CH:2][C:3]=1[B:20]([OH:23])[OH:21]. The catalyst is CCCCCC.C1COCC1. The yield is 0.270. The reactants are Br[C:2]1[CH:3]=[CH:4][C:5]2[C:9]3[CH:10]=[CH:11][CH:12]=[CH:13][C:8]=3[O:7][C:6]=2[CH:14]=1.C([Li])CCC.[B:20](OC)([O:23]C)[O:21]C.Cl. (2) The reactants are C1COCC1.[CH3:6][N:7]1[CH:11]=[C:10]([CH3:12])[CH:9]=[N:8]1.[Li]CCCC.C(O[B:22]1[O:26][C:25]([CH3:28])([CH3:27])[C:24]([CH3:30])([CH3:29])[O:23]1)(C)C. The catalyst is [NH4+].[Cl-]. The product is [CH3:6][N:7]1[C:11]([B:22]2[O:26][C:25]([CH3:28])([CH3:27])[C:24]([CH3:30])([CH3:29])[O:23]2)=[C:10]([CH3:12])[CH:9]=[N:8]1. The yield is 0.780.